This data is from hERG potassium channel inhibition data for cardiac toxicity prediction from Karim et al.. The task is: Regression/Classification. Given a drug SMILES string, predict its toxicity properties. Task type varies by dataset: regression for continuous values (e.g., LD50, hERG inhibition percentage) or binary classification for toxic/non-toxic outcomes (e.g., AMES mutagenicity, cardiotoxicity, hepatotoxicity). Dataset: herg_karim. (1) The molecule is N#CC1(c2ccccn2)CCN(Cc2cc(C(=O)O)c(=O)n3ccccc23)CC1. The result is 0 (non-blocker). (2) The compound is Cc1c2c(n3c1CCCN1CCC[C@@H](C1)Nc1cc-3ccc1C(N)=O)CC(C)(C)CC2=O. The result is 1 (blocker). (3) The drug is CC(C)(C)Oc1cc([C@H](C2=CN[C@@H](C(C)(C)O)C=C2)c2cc[n+]([O-])cc2)ccc1OC(F)F. The result is 0 (non-blocker).